From a dataset of Reaction yield outcomes from USPTO patents with 853,638 reactions. Predict the reaction yield, written as a fraction of the theoretical maximum amount of product (1.0 means a 100% yield; for example, 0.34 means a 34% yield). (1) The reactants are [NH2:1][C:2]1[CH:11]=[C:10]2[C:5]([CH:6]=[CH:7][CH:8]=[C:9]2[N:12]2[CH2:17][CH2:16][N:15]([CH3:18])[CH2:14][CH2:13]2)=[CH:4][CH:3]=1.[C:19]1([N:25]=[C:26]=[O:27])[CH:24]=[CH:23][CH:22]=[CH:21][CH:20]=1. The catalyst is C(#N)C. The product is [C:19]1([NH:25][C:26]([NH:1][C:2]2[CH:11]=[C:10]3[C:5]([CH:6]=[CH:7][CH:8]=[C:9]3[N:12]3[CH2:17][CH2:16][N:15]([CH3:18])[CH2:14][CH2:13]3)=[CH:4][CH:3]=2)=[O:27])[CH:24]=[CH:23][CH:22]=[CH:21][CH:20]=1. The yield is 0.620. (2) The reactants are [CH2:1]([O:3][C:4]1[CH:9]=[CH:8][C:7]([S:10]([N:13]2[CH2:18][C@H:17]([CH3:19])[NH:16][C@H:15]([CH3:20])[CH2:14]2)(=[O:12])=[O:11])=[CH:6][C:5]=1[C:21]1[NH:22][C:23](=O)[C:24]2[N:29]([CH2:30][CH3:31])[N:28]=[C:27]([CH2:32][CH2:33][CH3:34])[C:25]=2[N:26]=1)[CH3:2].COC1C=CC(P2(=S)SP(=S)(C3C=CC(OC)=CC=3)[S:45]2)=CC=1.C(Cl)(Cl)Cl.CO. The catalyst is C1(C)C=CC=CC=1. The product is [CH2:1]([O:3][C:4]1[CH:9]=[CH:8][C:7]([S:10]([N:13]2[CH2:18][C@H:17]([CH3:19])[NH:16][C@H:15]([CH3:20])[CH2:14]2)(=[O:12])=[O:11])=[CH:6][C:5]=1[C:21]1[NH:22][C:23](=[S:45])[C:24]2[N:29]([CH2:30][CH3:31])[N:28]=[C:27]([CH2:32][CH2:33][CH3:34])[C:25]=2[N:26]=1)[CH3:2]. The yield is 0.875. (3) The reactants are [F:1][C:2]([F:16])([F:15])[C:3]1([C:6]2[C:10]3[CH2:11][NH:12][CH2:13][CH2:14][C:9]=3[NH:8][N:7]=2)[CH2:5][CH2:4]1.[Cl:17][C:18]1[CH:19]=[C:20]([NH:24][C:25](=O)[O:26]C2C=CC=CC=2)[CH:21]=[CH:22][CH:23]=1. The catalyst is C(Cl)Cl. The product is [Cl:17][C:18]1[CH:19]=[C:20]([NH:24][C:25]([N:12]2[CH2:13][CH2:14][C:9]3[NH:8][N:7]=[C:6]([C:3]4([C:2]([F:1])([F:15])[F:16])[CH2:5][CH2:4]4)[C:10]=3[CH2:11]2)=[O:26])[CH:21]=[CH:22][CH:23]=1. The yield is 0.424. (4) The reactants are [OH:1][C@H:2]1[CH2:19][CH2:18][C@:17]2([CH3:20])[C@H:4]([C:5](=[CH2:22])[CH2:6][C@H:7]3[C@H:16]2[CH2:15][CH2:14][C@:12]2([CH3:13])[C@@H:8]3[CH2:9][CH2:10][C:11]2=[O:21])[CH2:3]1.[CH:23](=O)[C:24]1[CH:29]=[CH:28][CH:27]=[CH:26][CH:25]=1.[OH-].[K+]. The catalyst is CCO. The product is [OH:1][C@H:2]1[CH2:19][CH2:18][C@:17]2([CH3:20])[C@H:4]([C:5](=[CH2:22])[CH2:6][C@H:7]3[C@H:16]2[CH2:15][CH2:14][C@:12]2([CH3:13])[C@@H:8]3[CH2:9][C:10](=[CH:23][C:24]3[CH:29]=[CH:28][CH:27]=[CH:26][CH:25]=3)[C:11]2=[O:21])[CH2:3]1. The yield is 0.860. (5) The reactants are [F:1][C:2]([F:23])([F:22])[C:3]1[CH:4]=[C:5]([CH:19]=[CH:20][CH:21]=1)[C:6]([NH:8][C:9]1[CH:10]=[CH:11][C:12]([Cl:18])=[C:13]([CH:17]=1)[C:14](O)=[O:15])=[O:7].ClC1N=C(OC)N=C(OC)N=1.CN1CCOCC1.[N:42]1([CH2:47][CH2:48][NH:49][C:50]([C:52]2[CH:57]=[CH:56][C:55]([NH:58][C:59]3[N:64]=[CH:63][C:62]([NH2:65])=[CH:61][N:60]=3)=[CH:54][N:53]=2)=[O:51])[CH2:46][CH2:45][CH2:44][CH2:43]1. The catalyst is C(Cl)Cl. The product is [N:42]1([CH2:47][CH2:48][NH:49][C:50]([C:52]2[CH:57]=[CH:56][C:55]([NH:58][C:59]3[N:60]=[CH:61][C:62]([NH:65][C:14](=[O:15])[C:13]4[CH:17]=[C:9]([NH:8][C:6](=[O:7])[C:5]5[CH:19]=[CH:20][CH:21]=[C:3]([C:2]([F:22])([F:23])[F:1])[CH:4]=5)[CH:10]=[CH:11][C:12]=4[Cl:18])=[CH:63][N:64]=3)=[CH:54][N:53]=2)=[O:51])[CH2:46][CH2:45][CH2:44][CH2:43]1. The yield is 0.560. (6) The reactants are [NH2:1][C@H:2]1[CH2:11][CH2:10][C:9]2[C:8]([S:12]([NH:15][C:16]3[CH:21]=[CH:20][C:19]([F:22])=[C:18]([Cl:23])[CH:17]=3)(=[O:14])=[O:13])=[CH:7][CH:6]=[C:5]([O:24][CH3:25])[C:4]=2[CH2:3]1.[CH2:26]([O:29][CH2:30][CH2:31]Br)[CH2:27]Br.CCN(C(C)C)C(C)C. The catalyst is C1(C)C=CC=CC=1.ClCCl. The product is [Cl:23][C:18]1[CH:17]=[C:16]([NH:15][S:12]([C:8]2[C:9]3[CH2:10][CH2:11][C@H:2]([N:1]4[CH2:31][CH2:30][O:29][CH2:26][CH2:27]4)[CH2:3][C:4]=3[C:5]([O:24][CH3:25])=[CH:6][CH:7]=2)(=[O:13])=[O:14])[CH:21]=[CH:20][C:19]=1[F:22]. The yield is 0.130. (7) The reactants are [OH:1][C:2]1[C:3](=[O:13])[C:4]2[C:9]([C:10](=[O:12])[CH:11]=1)=[CH:8][CH:7]=[CH:6][CH:5]=2. The catalyst is C1C=CC=CC=1.[Ag]. The product is [OH:1][CH2:2][CH2:11][CH2:10][CH2:9][CH2:8][CH2:7][O:12][C:10]1[C:9]2[C:4](=[CH:5][CH:6]=[CH:7][CH:8]=2)[C:3](=[O:13])[C:2](=[O:1])[CH:11]=1. The yield is 0.500.